From a dataset of Reaction yield outcomes from USPTO patents with 853,638 reactions. Predict the reaction yield, written as a fraction of the theoretical maximum amount of product (1.0 means a 100% yield; for example, 0.34 means a 34% yield). (1) The reactants are [CH2:1]([C:3]1[C:12]2[C:7](=[CH:8][C:9]([O:15][CH3:16])=[C:10]([O:13][CH3:14])[CH:11]=2)[CH:6]=[C:5]([OH:17])[N:4]=1)[CH3:2].[ClH:18].[Cl:19][CH2:20][C:21]1[C:22]([NH:34][CH2:35][CH3:36])=[N:23][C:24]2[C:29]([CH:30]=1)=[CH:28][C:27]([O:31][CH2:32][CH3:33])=[CH:26][CH:25]=2.[Li+].[OH-]. The catalyst is C1COCC1.C(Cl)Cl. The product is [ClH:19].[ClH:18].[CH2:32]([O:31][C:27]1[CH:28]=[C:29]2[C:24](=[CH:25][CH:26]=1)[N:23]=[C:22]([NH:34][CH2:35][CH3:36])[C:21]([CH2:20][C:6]1[C:7]3[C:12](=[CH:11][C:10]([O:13][CH3:14])=[C:9]([O:15][CH3:16])[CH:8]=3)[C:3]([CH2:1][CH3:2])=[N:4][C:5]=1[OH:17])=[CH:30]2)[CH3:33]. The yield is 0.100. (2) The reactants are [Br:1][C:2]1[CH:7]=[CH:6][C:5]([C@@H:8]([N:10]2[CH2:15][CH2:14][C@:13]([CH2:22][C:23]([CH3:25])=[CH2:24])([C:16]3[CH:21]=[CH:20][CH:19]=[CH:18][CH:17]=3)[NH:12][C:11]2=[O:26])[CH3:9])=[CH:4][CH:3]=1.C1C=C(Cl)C=C(C(OO)=[O:35])C=1. The catalyst is C(Cl)Cl.C(OC)(C)(C)C. The yield is 0.980. The product is [Br:1][C:2]1[CH:3]=[CH:4][C:5]([C@@H:8]([N:10]2[CH2:15][CH2:14][C@:13]([CH2:22][C:23]3([CH3:25])[CH2:24][O:35]3)([C:16]3[CH:17]=[CH:18][CH:19]=[CH:20][CH:21]=3)[NH:12][C:11]2=[O:26])[CH3:9])=[CH:6][CH:7]=1. (3) The reactants are [C:1]([NH:5][C:6]1[C:11]([CH:12]=O)=[CH:10][N:9]=[C:8]([Cl:14])[CH:7]=1)([CH3:4])([CH3:3])[CH3:2].[F:15][C:16]1[CH:22]=[CH:21][C:19]([NH2:20])=[CH:18][C:17]=1[N+:23]([O-:25])=[O:24].[BH-](OC(C)=O)(OC(C)=O)OC(C)=O.[Na+].[OH-].[Na+]. The catalyst is CC(O)=O. The product is [C:1]([NH:5][C:6]1[C:11]([CH2:12][NH:20][C:19]2[CH:21]=[CH:22][C:16]([F:15])=[C:17]([N+:23]([O-:25])=[O:24])[CH:18]=2)=[CH:10][N:9]=[C:8]([Cl:14])[CH:7]=1)([CH3:4])([CH3:3])[CH3:2]. The yield is 0.650. (4) The reactants are Cl[C:2]1[N:10]=[C:9]2[C:5]([N:6]([CH2:18][O:19][CH2:20][CH2:21][Si:22]([CH3:25])([CH3:24])[CH3:23])[C:7](=[O:17])[N:8]2[CH:11]2[CH2:16][CH2:15][O:14][CH2:13][CH2:12]2)=[CH:4][N:3]=1.C1(C(C2C=CC=CC=2)=[NH:33])C=CC=CC=1.C(=O)([O-])[O-].[Cs+].[Cs+].C([O-])(=O)C.[Na+].Cl.NO. The catalyst is CO.C([O-])(=O)C.[Pd+2].C([O-])(=O)C.C1(P(C2C=CC=CC=2)C2C=CC3C(=CC=CC=3)C=2C2C3C(=CC=CC=3)C=CC=2P(C2C=CC=CC=2)C2C=CC=CC=2)C=CC=CC=1.C1(C)C=CC=CC=1. The product is [NH2:33][C:2]1[N:10]=[C:9]2[C:5]([N:6]([CH2:18][O:19][CH2:20][CH2:21][Si:22]([CH3:25])([CH3:24])[CH3:23])[C:7](=[O:17])[N:8]2[CH:11]2[CH2:16][CH2:15][O:14][CH2:13][CH2:12]2)=[CH:4][N:3]=1. The yield is 0.780. (5) The yield is 0.660. The product is [Br:1][C:2]1[CH:7]=[CH:6][CH:5]=[C:4]([N:10]([CH3:9])[NH2:11])[N:3]=1. The reactants are [Br:1][C:2]1[CH:7]=[CH:6][CH:5]=[C:4](Br)[N:3]=1.[CH3:9][NH:10][NH2:11]. No catalyst specified. (6) The reactants are Cl[CH2:2][C:3]1[CH:8]=[C:7]([C:9]([NH:11][C:12]2[S:13][C:14]([C:22](=[O:29])[C:23]3[CH:28]=[CH:27][CH:26]=[CH:25][CH:24]=3)=[C:15]([C:17]3[O:18][CH:19]=[CH:20][CH:21]=3)[N:16]=2)=[O:10])[CH:6]=[CH:5][N:4]=1.O.[CH3:31][NH:32][CH3:33]. The catalyst is CO. The product is [C:22]([C:14]1[S:13][C:12]([NH:11][C:9]([C:7]2[CH:6]=[CH:5][N:4]=[C:3]([CH2:2][N:32]([CH3:33])[CH3:31])[CH:8]=2)=[O:10])=[N:16][C:15]=1[C:17]1[O:18][CH:19]=[CH:20][CH:21]=1)(=[O:29])[C:23]1[CH:28]=[CH:27][CH:26]=[CH:25][CH:24]=1. The yield is 0.410. (7) The reactants are C([C@@H]1NC(=O)C[C@H](CC(C)C)NC1)C(C)C.[F:17][C:18]1[CH:23]=[CH:22][C:21]([C:24]2[O:28][N:27]=[C:26]([C:29]([OH:31])=O)[CH:25]=2)=[CH:20][CH:19]=1.[CH2:32]([C@@H:36]1[N:41]([C:42](=O)/[CH:43]=C/C2C=CC=CC=2)C[C@H:39]([CH2:52][CH:53]([CH3:55])[CH3:54])[NH:38][C:37]1=[O:56])[CH:33]([CH3:35])[CH3:34]. No catalyst specified. The product is [F:17][C:18]1[CH:19]=[CH:20][C:21]([C:24]2[O:28][N:27]=[C:26]([C:29]([N:41]3[CH2:42][CH2:43][C@H:39]([CH2:52][CH:53]([CH3:54])[CH3:55])[NH:38][C:37](=[O:56])[C@@H:36]3[CH2:32][CH:33]([CH3:34])[CH3:35])=[O:31])[CH:25]=2)=[CH:22][CH:23]=1. The yield is 0.711. (8) The reactants are [CH3:1][C:2]([S:7]([CH2:10][CH:11]1[CH2:16][CH2:15][O:14][CH2:13][CH2:12]1)(=[O:9])=[O:8])([CH3:6])[C:3]([OH:5])=O.S(Cl)(Cl)=O.[CH3:21][O:22][C:23]1[CH:28]=[CH:27][C:26]([C:29]2[NH:30][C:31]([NH2:34])=[N:32][N:33]=2)=[CH:25][CH:24]=1.C(N(CC)C(C)C)(C)C. The catalyst is C1(C)C=CC=CC=1.CN(C=O)C. The product is [CH3:21][O:22][C:23]1[CH:24]=[CH:25][C:26]([C:29]2[NH:30][C:31]([NH:34][C:3](=[O:5])[C:2]([CH3:1])([S:7]([CH2:10][CH:11]3[CH2:16][CH2:15][O:14][CH2:13][CH2:12]3)(=[O:9])=[O:8])[CH3:6])=[N:32][N:33]=2)=[CH:27][CH:28]=1. The yield is 0.520. (9) The reactants are O=C1C2C(=CC=CC=2)[C:4](=[O:11])[N:3]1[CH2:12][C:13]1[CH:20]=[CH:19][C:18]([F:21])=[CH:17][C:14]=1[C:15]#[N:16].O.NN.[C:25]([O:29]C(OC([O:29][C:25]([CH3:28])([CH3:27])[CH3:26])=O)=O)([CH3:28])([CH3:27])[CH3:26]. The catalyst is CN(C)C=O.CCOCC. The product is [C:15]([C:14]1[CH:17]=[C:18]([F:21])[CH:19]=[CH:20][C:13]=1[CH2:12][NH:3][C:4](=[O:11])[O:29][C:25]([CH3:28])([CH3:27])[CH3:26])#[N:16]. The yield is 0.580. (10) The reactants are [N:1]([CH2:4][CH2:5][CH2:6][C:7]1([C:20]2[CH:25]=[CH:24][CH:23]=[CH:22][CH:21]=2)[NH:11][N:10]=[C:9]([C:12]2[CH:17]=[C:16]([F:18])[CH:15]=[CH:14][C:13]=2[F:19])[S:8]1)=[N+:2]=[N-:3].[C:26]([N:33]1C=CN=C1)(N1C=CN=C1)=[S:27].[NH2:38]N. The catalyst is C1COCC1. The product is [N:1]([CH2:4][CH2:5][CH2:6][C:7]1([C:20]2[CH:25]=[CH:24][CH:23]=[CH:22][CH:21]=2)[N:11]([C:26](=[S:27])[NH:33][NH2:38])[N:10]=[C:9]([C:12]2[CH:17]=[C:16]([F:18])[CH:15]=[CH:14][C:13]=2[F:19])[S:8]1)=[N+:2]=[N-:3]. The yield is 0.200.